This data is from Forward reaction prediction with 1.9M reactions from USPTO patents (1976-2016). The task is: Predict the product of the given reaction. (1) Given the reactants [CH3:1][C:2]1[CH:3]=[C:4]([CH:8]=[CH:9][CH:10]=1)[C:5]([NH2:7])=[NH:6].[Cl:11][C:12]1[CH:23]=[C:22]([Cl:24])[CH:21]=[CH:20][C:13]=1[CH:14]=[C:15]([C:18]#[N:19])[C:16]#[N:17], predict the reaction product. The product is: [NH2:19][CH2:18][C:15]1[C:16]([NH2:17])=[N:6][C:5]([C:4]2[CH:3]=[C:2]([CH3:1])[CH:10]=[CH:9][CH:8]=2)=[N:7][C:14]=1[C:13]1[CH:20]=[CH:21][C:22]([Cl:24])=[CH:23][C:12]=1[Cl:11]. (2) Given the reactants CN.[NH2:3][C:4]1[C:5]([C:9]2[N:10]([CH2:38][CH3:39])[C:11]3[CH:16]=[C:15]([CH2:17][CH2:18][CH2:19][N:20]4C(=O)C5C(=CC=CC=5)C4=O)[N:14]=[C:13]([C:31]#[C:32][C:33]([OH:36])([CH3:35])[CH3:34])[C:12]=3[N:37]=2)=[N:6][O:7][N:8]=1, predict the reaction product. The product is: [NH2:3][C:4]1[C:5]([C:9]2[N:10]([CH2:38][CH3:39])[C:11]3[CH:16]=[C:15]([CH2:17][CH2:18][CH2:19][NH2:20])[N:14]=[C:13]([C:31]#[C:32][C:33]([CH3:35])([OH:36])[CH3:34])[C:12]=3[N:37]=2)=[N:6][O:7][N:8]=1.